From a dataset of Experimentally validated miRNA-target interactions with 360,000+ pairs, plus equal number of negative samples. Binary Classification. Given a miRNA mature sequence and a target amino acid sequence, predict their likelihood of interaction. (1) The protein sequence of the target gene is MPEPAKSAPAPKKGSKKAVTKAQKKDGKKRKRSRKESYSVYVYKVLKQVHPDTGISSKAMGIMNSFVNDIFERIAGEASRLAHYNKRSTITSREIQTAVRLLLPGELAKHAVSEGTKAVTKYTSSK. The miRNA is hsa-miR-200b-3p with sequence UAAUACUGCCUGGUAAUGAUGA. Result: 0 (no interaction). (2) The miRNA is mmu-miR-466o-5p with sequence UGAUGUGUGUGUACAUGUACAU. Result: 0 (no interaction). The protein sequence of the target gene is MMAATVVSRIRTGTGRAPVMWLSLSLVAVAAAVATEQQVPLVLWSSDRNLWAPVADTHEGHITSDMQLSTYLDPALELGPRNVLLFLQDKLSIEDFTAYGGVFGNKQDSAFSNLENALDLAPSSLVLPAVDWYAISTLTTYLQEKLGASPLHVDLATLKELKLNASLPALLLIRLPYTASSGLMAPREVLTGNDEVIGQVLSTLKSEDVPYTAALTAVRPSRVARDITMVAGGLGRQLLQTQVASPAIHPPVSYNDTAPRILFWAQNFSVAYKDEWKDLTSLTFGVENLNLTGSFWNDSF....